From a dataset of Reaction yield outcomes from USPTO patents with 853,638 reactions. Predict the reaction yield, written as a fraction of the theoretical maximum amount of product (1.0 means a 100% yield; for example, 0.34 means a 34% yield). (1) The reactants are [NH2:1][C:2]1[CH:10]=[C:9]2[C:5]([CH2:6][CH2:7][N:8]2[C:11](=[O:16])[C:12]([F:15])([F:14])[F:13])=[CH:4][CH:3]=1.[N:17]([O-])=O.[Na+].O.O.Cl[Sn]Cl.[C:26]([CH2:32][C:33]#[N:34])(=O)[C:27]([CH3:30])([CH3:29])[CH3:28]. The catalyst is Cl.O. The product is [NH2:34][C:33]1[N:1]([C:2]2[CH:10]=[C:9]3[C:5]([CH2:6][CH2:7][N:8]3[C:11](=[O:16])[C:12]([F:15])([F:13])[F:14])=[CH:4][CH:3]=2)[N:17]=[C:26]([C:27]([CH3:30])([CH3:29])[CH3:28])[CH:32]=1. The yield is 0.300. (2) The reactants are Br[C:2]1[CH:3]=[CH:4][C:5]2[N:9]=[C:8]([C@@H:10]3[CH2:14][CH2:13][CH2:12][N:11]3[C:15]([O:17][C:18]([CH3:21])([CH3:20])[CH3:19])=[O:16])[NH:7][C:6]=2[CH:22]=1.[B:23]1([B:23]2[O:27][C:26]([CH3:29])([CH3:28])[C:25]([CH3:31])([CH3:30])[O:24]2)[O:27][C:26]([CH3:29])([CH3:28])[C:25]([CH3:31])([CH3:30])[O:24]1.C([O-])(=O)C.[K+]. The catalyst is O1CCOCC1.C1C=CC([P]([Pd]([P](C2C=CC=CC=2)(C2C=CC=CC=2)C2C=CC=CC=2)([P](C2C=CC=CC=2)(C2C=CC=CC=2)C2C=CC=CC=2)[P](C2C=CC=CC=2)(C2C=CC=CC=2)C2C=CC=CC=2)(C2C=CC=CC=2)C2C=CC=CC=2)=CC=1. The product is [CH3:30][C:25]1([CH3:31])[C:26]([CH3:29])([CH3:28])[O:27][B:23]([C:2]2[CH:3]=[CH:4][C:5]3[N:9]=[C:8]([C@@H:10]4[CH2:14][CH2:13][CH2:12][N:11]4[C:15]([O:17][C:18]([CH3:21])([CH3:20])[CH3:19])=[O:16])[NH:7][C:6]=3[CH:22]=2)[O:24]1. The yield is 0.550.